The task is: Predict the reactants needed to synthesize the given product.. This data is from Full USPTO retrosynthesis dataset with 1.9M reactions from patents (1976-2016). (1) The reactants are: C(OC(=O)[N:7]([CH2:26][CH:27]1[CH2:29][CH2:28]1)[C@@H:8]1[CH2:10][C@H:9]1[C:11]1[CH:16]=[CH:15][C:14]([NH:17][C:18]([C:20]2[CH:21]=[N:22][N:23]([CH3:25])[CH:24]=2)=[O:19])=[CH:13][CH:12]=1)(C)(C)C.[ClH:31].COC1CCCC1. Given the product [ClH:31].[CH:27]1([CH2:26][NH:7][C@@H:8]2[CH2:10][C@H:9]2[C:11]2[CH:16]=[CH:15][C:14]([NH:17][C:18]([C:20]3[CH:21]=[N:22][N:23]([CH3:25])[CH:24]=3)=[O:19])=[CH:13][CH:12]=2)[CH2:29][CH2:28]1, predict the reactants needed to synthesize it. (2) Given the product [CH:1]1([NH:6][C:7]2[N:16]=[CH:15][C:14]3[CH2:13][CH2:12][C:11]4[C:17]([C:21]([O-:23])=[O:22])=[N:18][N:19]([CH3:20])[C:10]=4[C:9]=3[N:8]=2)[CH2:2][CH2:3][CH2:4][CH2:5]1.[K+:27], predict the reactants needed to synthesize it. The reactants are: [CH:1]1([NH:6][C:7]2[N:16]=[CH:15][C:14]3[CH2:13][CH2:12][C:11]4[C:17]([C:21]([O:23]CC)=[O:22])=[N:18][N:19]([CH3:20])[C:10]=4[C:9]=3[N:8]=2)[CH2:5][CH2:4][CH2:3][CH2:2]1.[OH-].[K+:27]. (3) Given the product [Cl:1][C:2]1[CH:3]=[CH:4][C:5]([C:8]2[CH:9]=[CH:10][C:11]([CH2:14][O:18][CH2:19][C:30]3([CH3:26])[NH:25][C:20](=[O:23])[NH:24][C:29]3=[O:31])=[CH:12][CH:13]=2)=[CH:6][CH:7]=1, predict the reactants needed to synthesize it. The reactants are: [Cl:1][C:2]1[CH:7]=[CH:6][C:5]([C:8]2[CH:13]=[CH:12][C:11]([CH:14]([O:18][CH3:19])C(=O)C)=[CH:10][CH:9]=2)=[CH:4][CH:3]=1.[C:20](=[O:23])([O-])[O-].[NH4+:24].[NH4+:25].[C-:26]#N.[K+].[CH2:29]([OH:31])[CH3:30]. (4) Given the product [CH2:1]([NH:3][C:4]1[C:5]2[C:14]([C:15]3[CH:20]=[CH:19][CH:18]=[CH:17][CH:16]=3)=[C:13]([C:21]3[CH:22]=[CH:23][C:24]([C:27]4([NH:31][C:32](=[O:38])[O:33][C:34]([CH3:35])([CH3:37])[CH3:36])[CH2:30][CH2:29][CH2:28]4)=[CH:25][CH:26]=3)[O:12][C:6]=2[N:7]=[C:8]([S:41]([CH3:45])(=[O:43])=[O:40])[N:9]=1)[CH3:2], predict the reactants needed to synthesize it. The reactants are: [CH2:1]([NH:3][C:4]1[C:5]2[C:14]([C:15]3[CH:20]=[CH:19][CH:18]=[CH:17][CH:16]=3)=[C:13]([C:21]3[CH:26]=[CH:25][C:24]([C:27]4([NH:31][C:32](=[O:38])[O:33][C:34]([CH3:37])([CH3:36])[CH3:35])[CH2:30][CH2:29][CH2:28]4)=[CH:23][CH:22]=3)[O:12][C:6]=2[N:7]=[C:8](SC)[N:9]=1)[CH3:2].O[O:40][S:41]([O-:43])=O.[K+].[CH3:45]COC(C)=O.C1CCCCC1. (5) Given the product [C:31]([O:30][C:29](=[O:35])[NH:28][C:20]1([CH2:19][CH2:18][C:15]2[CH:16]=[CH:17][C:12]([CH2:11][CH2:10][C:8]3[O:9][C:5]4[CH:4]=[C:3]([O:2][CH3:1])[CH:37]=[CH:36][C:6]=4[CH:7]=3)=[CH:13][CH:14]=2)[CH2:21][O:22][C:23]([CH3:26])([CH3:27])[O:24][CH2:25]1)([CH3:32])([CH3:33])[CH3:34], predict the reactants needed to synthesize it. The reactants are: [CH3:1][O:2][C:3]1[CH:37]=[CH:36][C:6]2[CH:7]=[C:8]([C:10]#[C:11][C:12]3[CH:17]=[CH:16][C:15]([C:18]#[C:19][C:20]4([NH:28][C:29](=[O:35])[O:30][C:31]([CH3:34])([CH3:33])[CH3:32])[CH2:25][O:24][C:23]([CH3:27])([CH3:26])[O:22][CH2:21]4)=[CH:14][CH:13]=3)[O:9][C:5]=2[CH:4]=1.C(OC(=O)NC1(C#CC2C=CC(C#CCN3C4C(=CC=C(OC)C=4)C(C(=O)C4C=C(OC)C(OC)=C(OC)C=4)=C3)=CC=2)COC(C)(C)OC1)(C)(C)C.